This data is from Reaction yield outcomes from USPTO patents with 853,638 reactions. The task is: Predict the reaction yield, written as a fraction of the theoretical maximum amount of product (1.0 means a 100% yield; for example, 0.34 means a 34% yield). The reactants are C([C:5]1[N:6]([CH2:17][C@@H:18]2[CH2:22][O:21][C:20]([CH3:24])([CH3:23])[O:19]2)[C:7]2[C:12]([CH:13]=1)=[CH:11][C:10]([N+:14]([O-])=O)=[CH:9][CH:8]=2)(C)(C)C.C([O-])=O.[NH4+]. The catalyst is C(O)C.O.[Pd]. The product is [CH3:23][C:20]1([CH3:24])[O:19][CH:18]([CH2:17][N:6]2[C:7]3[C:12](=[CH:11][C:10]([NH2:14])=[CH:9][CH:8]=3)[CH:13]=[CH:5]2)[CH2:22][O:21]1. The yield is 0.980.